From a dataset of Forward reaction prediction with 1.9M reactions from USPTO patents (1976-2016). Predict the product of the given reaction. (1) The product is: [CH3:1][O:2][C:3]1[CH:8]=[CH:7][C:6]([N+:10]([O-:12])=[O:11])=[C:5]([OH:9])[CH:4]=1. Given the reactants [CH3:1][O:2][C:3]1[CH:4]=[C:5]([OH:9])[CH:6]=[CH:7][CH:8]=1.[N:10]([O-:12])=[O:11].[Na+].[N+]([O-])(O)=O, predict the reaction product. (2) Given the reactants I[C:2]1[CH:7]=[CH:6][C:5]([C:8]([N:10]2[CH2:15][CH2:14][N:13]([C:16]3[C:21]([CH3:22])=[CH:20][C:19]([CH3:23])=[C:18]([CH3:24])[N:17]=3)[CH2:12][CH2:11]2)=[O:9])=[CH:4][CH:3]=1.[CH2:25]([C@@H:27]1[CH2:31][O:30][C:29](=[O:32])[NH:28]1)[CH3:26], predict the reaction product. The product is: [CH2:25]([C@@H:27]1[CH2:31][O:30][C:29](=[O:32])[N:28]1[C:2]1[CH:7]=[CH:6][C:5]([C:8]([N:10]2[CH2:15][CH2:14][N:13]([C:16]3[C:21]([CH3:22])=[CH:20][C:19]([CH3:23])=[C:18]([CH3:24])[N:17]=3)[CH2:12][CH2:11]2)=[O:9])=[CH:4][CH:3]=1)[CH3:26]. (3) The product is: [CH2:17]([O:16][CH2:15][CH2:14][CH2:13][CH2:12][O:11][C@H:8]1[CH2:7][CH2:6][C@H:5]([CH2:3][NH:2][CH3:1])[CH2:10][CH2:9]1)[C:18]1[CH:23]=[CH:22][CH:21]=[CH:20][CH:19]=1. Given the reactants [CH3:1][NH:2][C:3]([C@H:5]1[CH2:10][CH2:9][C@H:8]([O:11][CH2:12][CH2:13][CH2:14][CH2:15][O:16][CH2:17][C:18]2[CH:23]=[CH:22][CH:21]=[CH:20][CH:19]=2)[CH2:7][CH2:6]1)=O.[H-].[Al+3].[Li+].[H-].[H-].[H-], predict the reaction product. (4) Given the reactants [N+:1]([O-:4])(O)=[O:2].C(OC(=O)C)(=O)C.[CH3:12][C:13]1[CH:25]=[CH:24][C:23]2[C:22]3[C:17](=[CH:18][C:19]([CH3:26])=[CH:20][CH:21]=3)[C:16]([CH3:28])([CH3:27])[C:15]=2[CH:14]=1, predict the reaction product. The product is: [CH3:26][C:19]1[CH:20]=[C:21]([N+:1]([O-:4])=[O:2])[C:22]2[C:23]3[C:15](=[CH:14][C:13]([CH3:12])=[CH:25][CH:24]=3)[C:16]([CH3:28])([CH3:27])[C:17]=2[CH:18]=1. (5) Given the reactants [Cl-].[Ce+3].[Cl-].[Cl-].[CH:5](/[Mg]Br)=[CH:6]\[CH3:7].CON(C)[C:13](=[O:45])[CH2:14][N:15]([C@@H:23]([C:33](=[CH2:44])[CH2:34][CH2:35][O:36][Si:37]([CH3:43])([CH3:42])[C:38]([CH3:41])([CH3:40])[CH3:39])[CH2:24][O:25][Si:26]([CH3:32])([CH3:31])[C:27]([CH3:30])([CH3:29])[CH3:28])[C:16](=[O:22])[O:17][C:18]([CH3:21])([CH3:20])[CH3:19].CON(C)C(=O)CN([C@@H](C(=C)CCOC(C)(C)C(C)(C)C)CO[Si](C)(C)C(C)(C)[SiH3])C(=O)OC(C)(C)C, predict the reaction product. The product is: [CH3:28][C:27]([CH3:30])([Si:26]([CH3:31])([CH3:32])[O:25][CH2:24][C@@H:23]([N:15]([CH2:14][C:13](=[O:45])[CH:5]=[CH:6][CH3:7])[C:16](=[O:22])[O:17][C:18]([CH3:21])([CH3:20])[CH3:19])[C:33](=[CH2:44])[CH2:34][CH2:35][O:36][Si:37]([CH3:42])([CH3:43])[C:38]([CH3:39])([CH3:40])[CH3:41])[CH3:29]. (6) Given the reactants C(OC([NH:8][CH2:9][CH:10]1[CH2:15][CH2:14][N:13]([C:16]2[N:20]([CH3:21])[N:19]=[CH:18][C:17]=2[NH:22][C:23]([C:25]2[N:26]=[C:27](Br)[S:28][C:29]=2[NH:30]C(=O)OC(C)(C)C)=[O:24])[CH2:12][CH2:11]1)=O)CCC.[CH3:39][O:40][C:41]1[CH:42]=[C:43](B(O)O)[CH:44]=[CH:45][CH:46]=1, predict the reaction product. The product is: [NH2:30][C:29]1[S:28][C:27]([C:45]2[CH:44]=[CH:43][CH:42]=[C:41]([O:40][CH3:39])[CH:46]=2)=[N:26][C:25]=1[C:23]([NH:22][C:17]1[CH:18]=[N:19][N:20]([CH3:21])[C:16]=1[N:13]1[CH2:14][CH2:15][CH:10]([CH2:9][NH2:8])[CH2:11][CH2:12]1)=[O:24]. (7) Given the reactants [Br:1][C:2]1[CH:11]=[CH:10][CH:9]=[C:8]2[C:3]=1[CH2:4][CH2:5][NH:6][CH2:7]2.[C:12](Cl)(=[O:15])[CH2:13][CH3:14].O, predict the reaction product. The product is: [Br:1][C:2]1[CH:11]=[CH:10][CH:9]=[C:8]2[C:3]=1[CH2:4][CH2:5][N:6]([C:12](=[O:15])[CH2:13][CH3:14])[CH2:7]2.